Dataset: Full USPTO retrosynthesis dataset with 1.9M reactions from patents (1976-2016). Task: Predict the reactants needed to synthesize the given product. (1) Given the product [N:1]([CH2:4][CH:5]1[O:10][C:9]2[C:11]([C:20]3[CH:21]=[CH:22][CH:23]=[CH:24][C:19]=3[C:18]([F:29])([F:28])[F:17])=[CH:12][CH:13]=[CH:14][C:8]=2[N:7]([CH3:16])[CH2:6]1)=[N+:2]=[N-:3], predict the reactants needed to synthesize it. The reactants are: [N:1]([CH2:4][CH:5]1[O:10][C:9]2[C:11](Br)=[CH:12][CH:13]=[CH:14][C:8]=2[N:7]([CH3:16])[CH2:6]1)=[N+:2]=[N-:3].[F:17][C:18]([F:29])([F:28])[C:19]1[CH:24]=[CH:23][CH:22]=[CH:21][C:20]=1B(O)O. (2) Given the product [Br:7][C:8]1[CH:9]=[CH:10][C:11]([CH:14]2[CH2:19][CH2:18][CH2:17][CH:16]([OH:20])[CH2:15]2)=[CH:12][CH:13]=1, predict the reactants needed to synthesize it. The reactants are: [H-].[Al+3].[Li+].[H-].[H-].[H-].[Br:7][C:8]1[CH:13]=[CH:12][C:11]([C:14]2[CH2:19][CH2:18][CH2:17][C:16](=[O:20])[CH:15]=2)=[CH:10][CH:9]=1.CCOC(C)=O. (3) Given the product [CH3:1][O:2][C:3]1[CH:4]=[C:5]([CH:31]=[CH:32][C:33]=1[O:34][CH3:35])[CH2:6][CH:7]1[C:16]2[C:11](=[C:12]([O:19][CH:36]([CH3:38])[CH3:37])[CH:13]=[CH:14][C:15]=2[O:17][CH3:18])[CH2:10][CH2:9][N:8]1[CH2:20][C:21]([NH:23][CH2:24][C:25]1[CH:30]=[CH:29][CH:28]=[CH:27][N:26]=1)=[O:22], predict the reactants needed to synthesize it. The reactants are: [CH3:1][O:2][C:3]1[CH:4]=[C:5]([CH:31]=[CH:32][C:33]=1[O:34][CH3:35])[CH2:6][CH:7]1[C:16]2[C:11](=[C:12]([OH:19])[CH:13]=[CH:14][C:15]=2[O:17][CH3:18])[CH2:10][CH2:9][N:8]1[CH2:20][C:21]([NH:23][CH2:24][C:25]1[CH:30]=[CH:29][CH:28]=[CH:27][N:26]=1)=[O:22].[CH:36](Br)([CH3:38])[CH3:37].